This data is from Catalyst prediction with 721,799 reactions and 888 catalyst types from USPTO. The task is: Predict which catalyst facilitates the given reaction. (1) Reactant: [F:1][C:2]([F:19])([F:18])[CH2:3][NH:4][C:5]([C:7]1([NH:10]C(=O)OC(C)(C)C)[CH2:9][CH2:8]1)=[O:6].[ClH:20]. Product: [ClH:20].[C:7]([CH:9]1[CH2:8][C:7]1([NH2:10])[C:5]([NH:4][CH2:3][C:2]([F:1])([F:18])[F:19])=[O:6])([CH3:9])([CH3:8])[CH3:5]. The catalyst class is: 135. (2) Reactant: [C:1]([C:4]1[C:5](=[O:21])[NH:6][C:7]2[C:12]([C:13]=1[C:14]1[CH:19]=[CH:18][N:17]=[CH:16][CH:15]=1)=[CH:11][C:10]([Cl:20])=[CH:9][CH:8]=2)(=[O:3])[CH3:2].[CH:22](=O)[C:23]1[CH:28]=[CH:27][CH:26]=[CH:25][CH:24]=1.[OH-].[Na+]. Product: [Cl:20][C:10]1[CH:11]=[C:12]2[C:7](=[CH:8][CH:9]=1)[NH:6][C:5](=[O:21])[C:4]([C:1](=[O:3])[CH:2]=[CH:22][C:23]1[CH:28]=[CH:27][CH:26]=[CH:25][CH:24]=1)=[C:13]2[C:14]1[CH:19]=[CH:18][N:17]=[CH:16][CH:15]=1. The catalyst class is: 97. (3) Reactant: [CH2:1]([CH:3]([C:6]1[C:7]2[N:8]([C:13]([C:17]3[C:21]4[CH:22]=[CH:23][CH:24]=[C:25]([C@@H:26]([OH:28])[CH3:27])[C:20]=4[O:19][C:18]=3[CH3:29])=[C:14]([CH3:16])[N:15]=2)[N:9]=[C:10]([CH3:12])[CH:11]=1)[CH2:4][CH3:5])[CH3:2].[H-].[Na+].[CH3:32]I. Product: [CH2:1]([CH:3]([C:6]1[C:7]2[N:8]([C:13]([C:17]3[C:21]4[CH:22]=[CH:23][CH:24]=[C:25]([C@@H:26]([O:28][CH3:32])[CH3:27])[C:20]=4[O:19][C:18]=3[CH3:29])=[C:14]([CH3:16])[N:15]=2)[N:9]=[C:10]([CH3:12])[CH:11]=1)[CH2:4][CH3:5])[CH3:2]. The catalyst class is: 1.